This data is from NCI-60 drug combinations with 297,098 pairs across 59 cell lines. The task is: Regression. Given two drug SMILES strings and cell line genomic features, predict the synergy score measuring deviation from expected non-interaction effect. (1) Drug 1: C1=NC2=C(N1)C(=S)N=CN2. Drug 2: CC1C(C(CC(O1)OC2CC(CC3=C2C(=C4C(=C3O)C(=O)C5=CC=CC=C5C4=O)O)(C(=O)C)O)N)O. Cell line: HT29. Synergy scores: CSS=33.8, Synergy_ZIP=-3.62, Synergy_Bliss=-1.43, Synergy_Loewe=-4.34, Synergy_HSA=0.228. (2) Cell line: OVCAR-8. Synergy scores: CSS=6.85, Synergy_ZIP=-4.64, Synergy_Bliss=-4.83, Synergy_Loewe=-19.1, Synergy_HSA=-5.58. Drug 1: CC1=C2C(C(=O)C3(C(CC4C(C3C(C(C2(C)C)(CC1OC(=O)C(C(C5=CC=CC=C5)NC(=O)OC(C)(C)C)O)O)OC(=O)C6=CC=CC=C6)(CO4)OC(=O)C)O)C)O. Drug 2: C1C(C(OC1N2C=NC3=C2NC=NCC3O)CO)O. (3) Drug 1: C1=CN(C(=O)N=C1N)C2C(C(C(O2)CO)O)O.Cl. Drug 2: C1CN1C2=NC(=NC(=N2)N3CC3)N4CC4. Cell line: BT-549. Synergy scores: CSS=23.2, Synergy_ZIP=-7.42, Synergy_Bliss=-3.97, Synergy_Loewe=-0.340, Synergy_HSA=0.794.